This data is from Forward reaction prediction with 1.9M reactions from USPTO patents (1976-2016). The task is: Predict the product of the given reaction. (1) Given the reactants [CH3:1][C:2]([C:8]1[CH:9]=[C:10]2[C:15](=[C:16]([C:18]3[CH:19]=[C:20]([C:24]4[S:28][C:27]([C:29](O)=O)=[N:26][C:25]=4[C:32]4[CH:37]=[CH:36][C:35]([S:38]([CH3:41])(=[O:40])=[O:39])=[CH:34][CH:33]=4)[CH:21]=[CH:22][CH:23]=3)[CH:17]=1)[N:14]=[CH:13][CH:12]=[CH:11]2)([S:4]([CH3:7])(=[O:6])=[O:5])[CH3:3].C1N=CN(C(N2C=NC=C2)=O)C=1.[C:54](=[N:57][OH:58])([NH2:56])[CH3:55].O, predict the reaction product. The product is: [CH3:3][C:2]([C:8]1[CH:9]=[C:10]2[C:15](=[C:16]([C:18]3[CH:23]=[CH:22][CH:21]=[C:20]([C:24]4[S:28][C:27]([C:29]5[O:58][N:57]=[C:54]([CH3:55])[N:56]=5)=[N:26][C:25]=4[C:32]4[CH:33]=[CH:34][C:35]([S:38]([CH3:41])(=[O:39])=[O:40])=[CH:36][CH:37]=4)[CH:19]=3)[CH:17]=1)[N:14]=[CH:13][CH:12]=[CH:11]2)([S:4]([CH3:7])(=[O:5])=[O:6])[CH3:1]. (2) Given the reactants B(Br)(Br)Br.ClCCl.C1(C)C=CC=CC=1.[F:15][C:16]1[CH:35]=[CH:34][C:19]2[CH:20]=[C:21]([CH2:23][C:24]3[CH:29]=[CH:28][CH:27]=[C:26]([C:30]([F:33])([F:32])[F:31])[CH:25]=3)[S:22][C:18]=2[C:17]=1[O:36]C, predict the reaction product. The product is: [F:15][C:16]1[CH:35]=[CH:34][C:19]2[CH:20]=[C:21]([CH2:23][C:24]3[CH:29]=[CH:28][CH:27]=[C:26]([C:30]([F:33])([F:32])[F:31])[CH:25]=3)[S:22][C:18]=2[C:17]=1[OH:36]. (3) The product is: [NH2:1][C:2]1[CH:9]=[CH:8][C:7]([C:10](=[O:17])[C:11]2[CH:16]=[CH:15][CH:14]=[CH:13][CH:12]=2)=[CH:6][C:3]=1[CH2:4][NH:18][CH2:19][CH2:20][NH:21][C:22]([CH:24]1[CH2:29][CH2:28][CH2:27][CH2:26][CH2:25]1)=[O:23]. Given the reactants [NH2:1][C:2]1[CH:9]=[CH:8][C:7]([C:10](=[O:17])[C:11]2[CH:16]=[CH:15][CH:14]=[CH:13][CH:12]=2)=[CH:6][C:3]=1[CH:4]=O.[NH2:18][CH2:19][CH2:20][NH:21][C:22]([CH:24]1[CH2:29][CH2:28][CH2:27][CH2:26][CH2:25]1)=[O:23].S1C=CC=C1, predict the reaction product. (4) Given the reactants [C:1]([NH:4][CH2:5][C:6]([O:8][CH2:9][CH3:10])=[O:7])(=[O:3])[CH3:2].CN1C=CN=C1.[CH3:17][C:18]1[CH:26]=[CH:25][CH:24]=[CH:23][C:19]=1[C:20](Cl)=[O:21].C(N(CCCC)CCCC)CCC, predict the reaction product. The product is: [C:1]([NH:4][C@H:5]([C:6]([O:8][CH2:9][CH3:10])=[O:7])[C:20](=[O:21])[C:19]1[CH:23]=[CH:24][CH:25]=[CH:26][C:18]=1[CH3:17])(=[O:3])[CH3:2]. (5) Given the reactants N[CH2:2][C:3]1[CH:4]=[C:5]2[C:9](=[C:10]([CH3:12])[CH:11]=1)[C:8](=[O:13])[N:7]([CH2:14][C:15]1[CH:20]=[CH:19][C:18]([O:21][C:22]([F:25])([F:24])[F:23])=[CH:17][CH:16]=1)[CH2:6]2.[N+]([O-])([O-])=O.[Na+].[BrH:31], predict the reaction product. The product is: [Br:31][CH2:2][C:3]1[CH:4]=[C:5]2[C:9](=[C:10]([CH3:12])[CH:11]=1)[C:8](=[O:13])[N:7]([CH2:14][C:15]1[CH:20]=[CH:19][C:18]([O:21][C:22]([F:25])([F:24])[F:23])=[CH:17][CH:16]=1)[CH2:6]2. (6) Given the reactants [CH2:1]([C:4]1[NH:5][C:6]2[C:11]([CH:12]=1)=[C:10]([C:13]([F:16])([F:15])[F:14])[C:9]([C:17]#[N:18])=[CH:8][CH:7]=2)[CH2:2][CH3:3].Br[CH2:20][CH:21]1[CH2:23][CH2:22]1, predict the reaction product. The product is: [CH:21]1([CH2:20][N:5]2[C:6]3[C:11](=[C:10]([C:13]([F:15])([F:16])[F:14])[C:9]([C:17]#[N:18])=[CH:8][CH:7]=3)[CH:12]=[C:4]2[CH2:1][CH2:2][CH3:3])[CH2:23][CH2:22]1. (7) Given the reactants [OH:1][CH2:2][C:3]1[CH:4]=[C:5]([OH:12])[CH:6]=[CH:7][C:8]=1[N+:9]([O-:11])=[O:10].Br[CH2:14][CH3:15].C([O-])([O-])=O.[K+].[K+], predict the reaction product. The product is: [CH2:14]([O:12][C:5]1[CH:6]=[CH:7][C:8]([N+:9]([O-:11])=[O:10])=[C:3]([CH2:2][OH:1])[CH:4]=1)[CH3:15]. (8) Given the reactants [CH2:1]([O:8][C:9]1[CH:10]=[C:11]([OH:15])[CH:12]=[CH:13][CH:14]=1)[C:2]1[CH:7]=[CH:6][CH:5]=[CH:4][CH:3]=1.[C:29]1(P([C:29]2[CH:34]=[CH:33][CH:32]=[CH:31][CH:30]=2)[C:29]2[CH:34]=[CH:33][CH:32]=[CH:31][CH:30]=2)[CH:34]=[CH:33][CH:32]=[CH:31][CH:30]=1.N(C(OC(C)(C)C)=O)=NC(OC(C)(C)C)=O.[C:51]([O:55][C:56]([N:58]1CC[O:60][C:59]1([CH3:64])[CH3:63])=[O:57])([CH3:54])([CH3:53])[CH3:52], predict the reaction product. The product is: [C:51]([O:55][C:56]([N:58]1[C@@H:31]([CH2:32][C@@H:33]([O:15][C:11]2[CH:12]=[CH:13][CH:14]=[C:9]([O:8][CH2:1][C:2]3[CH:3]=[CH:4][CH:5]=[CH:6][CH:7]=3)[CH:10]=2)[CH2:34][CH3:29])[CH2:30][O:60][C:59]1([CH3:64])[CH3:63])=[O:57])([CH3:54])([CH3:52])[CH3:53].